Dataset: Reaction yield outcomes from USPTO patents with 853,638 reactions. Task: Predict the reaction yield, written as a fraction of the theoretical maximum amount of product (1.0 means a 100% yield; for example, 0.34 means a 34% yield). (1) The reactants are [NH2:1][C:2]1[C:3]([C:19]#[N:20])=[C:4]([CH:16]=[CH:17][CH:18]=1)[O:5][CH2:6][C:7]([CH3:15])([CH3:14])[C:8]([NH:10][CH2:11][CH2:12][CH3:13])=[O:9].[C:21]([O:27][CH2:28][CH3:29])(=[O:26])[CH2:22][C:23]([CH3:25])=O.Cl[Sn](Cl)(Cl)Cl. The catalyst is C1(C)C=CC=CC=1. The product is [NH2:20][C:19]1[C:3]2[C:2](=[CH:18][CH:17]=[CH:16][C:4]=2[O:5][CH2:6][C:7]([CH3:15])([CH3:14])[C:8](=[O:9])[NH:10][CH2:11][CH2:12][CH3:13])[N:1]=[C:23]([CH3:25])[C:22]=1[C:21]([O:27][CH2:28][CH3:29])=[O:26]. The yield is 0.840. (2) The reactants are [F:1][C:2]1[CH:3]=[C:4]([B:26]([OH:28])[OH:27])[CH:5]=[CH:6][C:7]=1[C:8](=[O:25])[NH:9][CH2:10][CH2:11][CH2:12][CH2:13][CH2:14][CH2:15][CH2:16][CH2:17][CH2:18][CH2:19][CH2:20][C:21]([O:23]C)=[O:22].[OH-].[Li+].CO. The catalyst is CO.O.C(Cl)Cl. The product is [B:26]([C:4]1[CH:5]=[CH:6][C:7]([C:8]([NH:9][CH2:10][CH2:11][CH2:12][CH2:13][CH2:14][CH2:15][CH2:16][CH2:17][CH2:18][CH2:19][CH2:20][C:21]([OH:23])=[O:22])=[O:25])=[C:2]([F:1])[CH:3]=1)([OH:27])[OH:28]. The yield is 0.650. (3) The reactants are [N:1]1([C:12](=[O:13])[C:11]2[N:10]([CH2:14][C:15]([OH:17])=O)[CH:9]=[N:8][C:7]=2[N:5]([CH3:6])[C:3]1=[O:4])[CH3:2].CCN(C(C)C)[CH:21]([CH3:23])[CH3:22].[NH2:27][C:28]1[CH:33]=[CH:32][CH:31]=[CH:30][CH:29]=1.CCN=C=NCCCN(C)C. The catalyst is CN(C=O)C.CN(C1C=CN=CC=1)C.C(Cl)Cl. The product is [CH3:2][N:1]1[C:12](=[O:13])[C:11]2[N:10]([CH2:14][C:15]([NH:27][C:28]3[CH:33]=[CH:32][C:31]([CH:21]([CH3:23])[CH3:22])=[CH:30][CH:29]=3)=[O:17])[CH:9]=[N:8][C:7]=2[N:5]([CH3:6])[C:3]1=[O:4]. The yield is 0.410. (4) The reactants are [H-].[H-].[H-].[H-].[Li+].[Al+3].[CH2:7]([O:14][CH2:15][C:16]([NH:18][C:19]1[CH:24]=[CH:23][CH:22]=[C:21]([F:25])[CH:20]=1)=O)[C:8]1[CH:13]=[CH:12][CH:11]=[CH:10][CH:9]=1.C(Cl)Cl.[OH-].[Na+]. The catalyst is C(OCC)C. The product is [CH2:7]([O:14][CH2:15][CH2:16][NH:18][C:19]1[CH:24]=[CH:23][CH:22]=[C:21]([F:25])[CH:20]=1)[C:8]1[CH:9]=[CH:10][CH:11]=[CH:12][CH:13]=1. The yield is 0.840. (5) The reactants are [OH:1][C:2]1[CH:3]=[CH:4][C:5]2[C:17](=[O:18])[C:16]3[C:15]4[C:10](=[CH:11][C:12]([C:19]#[N:20])=[CH:13][CH:14]=4)[NH:9][C:8]=3[C:7]([CH3:22])([CH3:21])[C:6]=2[CH:23]=1.[C:24]([O:28][C:29]([N:31]1[CH2:36][CH2:35][CH:34](O)[CH2:33][CH2:32]1)=[O:30])([CH3:27])([CH3:26])[CH3:25].C1(P(C2C=CC=CC=2)C2C=CC=CC=2)C=CC=CC=1.O. The catalyst is C1COCC1. The product is [C:24]([O:28][C:29]([N:31]1[CH2:36][CH2:35][CH:34]([O:1][C:2]2[CH:3]=[CH:4][C:5]3[C:17](=[O:18])[C:16]4[C:15]5[C:10](=[CH:11][C:12]([C:19]#[N:20])=[CH:13][CH:14]=5)[NH:9][C:8]=4[C:7]([CH3:21])([CH3:22])[C:6]=3[CH:23]=2)[CH2:33][CH2:32]1)=[O:30])([CH3:27])([CH3:25])[CH3:26]. The yield is 0.760. (6) The catalyst is C1C=CC(/C=C/C(/C=C/C2C=CC=CC=2)=O)=CC=1.C1C=CC(/C=C/C(/C=C/C2C=CC=CC=2)=O)=CC=1.C1C=CC(/C=C/C(/C=C/C2C=CC=CC=2)=O)=CC=1.C(Cl)(Cl)Cl.[Pd].[Pd].O1CCOCC1. The reactants are Cl[C:2]1[N:7]=[C:6]([NH:8][C:9]2[CH:14]=[CH:13][CH:12]=[CH:11][C:10]=2[S:15]([CH:18]([CH3:20])[CH3:19])(=[O:17])=[O:16])[C:5]([Cl:21])=[CH:4][N:3]=1.[CH3:22][P:23]([C:26]1[N:27]=[C:28]([O:33][CH3:34])[C:29]([NH2:32])=[N:30][CH:31]=1)([CH3:25])=[O:24].CC1(C)C2C(=C(P(C3C=CC=CC=3)C3C=CC=CC=3)C=CC=2)OC2C(P(C3C=CC=CC=3)C3C=CC=CC=3)=CC=CC1=2.C(=O)([O-])[O-].[Cs+].[Cs+]. The product is [Cl:21][C:5]1[C:6]([NH:8][C:9]2[CH:14]=[CH:13][CH:12]=[CH:11][C:10]=2[S:15]([CH:18]([CH3:20])[CH3:19])(=[O:17])=[O:16])=[N:7][C:2]([NH:32][C:29]2[C:28]([O:33][CH3:34])=[N:27][C:26]([P:23]([CH3:22])([CH3:25])=[O:24])=[CH:31][N:30]=2)=[N:3][CH:4]=1. The yield is 0.0600.